The task is: Predict the product of the given reaction.. This data is from Forward reaction prediction with 1.9M reactions from USPTO patents (1976-2016). (1) Given the reactants [C:1]([C:3]1[CH:8]=[CH:7][C:6]([CH:9]=[CH:10][C:11]([O:13][C:14]([CH3:17])([CH3:16])[CH3:15])=[O:12])=[CH:5][C:4]=1[CH3:18])#[N:2].[H][H], predict the reaction product. The product is: [C:1]([C:3]1[CH:8]=[CH:7][C:6]([CH2:9][CH2:10][C:11]([O:13][C:14]([CH3:16])([CH3:15])[CH3:17])=[O:12])=[CH:5][C:4]=1[CH3:18])#[N:2]. (2) Given the reactants [S:1]1[C:5]2=[N:6][CH:7]=[CH:8][CH:9]=[C:4]2[CH:3]=[CH:2]1.[Li][C:11](C)(C)[CH3:12].BrCC, predict the reaction product. The product is: [CH2:11]([C:2]1[S:1][C:5]2=[N:6][CH:7]=[CH:8][CH:9]=[C:4]2[CH:3]=1)[CH3:12]. (3) Given the reactants C([O-])(=O)C.[Na+].Cl.[C:7]([NH:11][NH2:12])([CH3:10])([CH3:9])[CH3:8].[F:13][C:14]1[C:19]([F:20])=[C:18]([F:21])[CH:17]=[CH:16][C:15]=1[CH2:22][C:23](C1C=CC=CC=1)=O, predict the reaction product. The product is: [C:7]([NH:11][N:12]=[C:22]([C:15]1[CH:16]=[CH:17][C:18]([F:21])=[C:19]([F:20])[C:14]=1[F:13])[CH3:23])([CH3:10])([CH3:9])[CH3:8]. (4) Given the reactants Cl[CH2:2][C:3]1[CH:8]=[C:7]([C:9]([O:11][CH3:12])=[O:10])[CH:6]=[CH:5][C:4]=1[C:13]1[CH:18]=[C:17]([O:19][CH3:20])[CH:16]=[CH:15][C:14]=1[F:21].[CH3:22][CH:23]1[CH2:28][CH2:27][CH2:26][CH:25]([CH3:29])[NH:24]1.C(=O)([O-])[O-].[Cs+].[Cs+], predict the reaction product. The product is: [CH3:22][CH:23]1[CH2:28][CH2:27][CH2:26][CH:25]([CH3:29])[N:24]1[CH2:2][C:3]1[CH:8]=[C:7]([C:9]([O:11][CH3:12])=[O:10])[CH:6]=[CH:5][C:4]=1[C:13]1[CH:18]=[C:17]([O:19][CH3:20])[CH:16]=[CH:15][C:14]=1[F:21].